Dataset: Catalyst prediction with 721,799 reactions and 888 catalyst types from USPTO. Task: Predict which catalyst facilitates the given reaction. (1) Product: [F:1][CH:2]([F:23])[O:3][C:4]1[CH:9]=[CH:8][C:7]([C:10]2[CH:18]=[CH:17][CH:16]=[C:15]3[C:11]=2[CH2:12][CH2:13][C:14]3=[O:19])=[C:6]([O:20][CH2:31][C:32]([CH3:36])([CH3:35])[CH2:33][OH:34])[C:5]=1[O:21][CH3:22]. The catalyst class is: 10. Reactant: [F:1][CH:2]([F:23])[O:3][C:4]1[CH:9]=[CH:8][C:7]([C:10]2[CH:18]=[CH:17][CH:16]=[C:15]3[C:11]=2[CH2:12][CH2:13][C:14]3=[O:19])=[C:6]([OH:20])[C:5]=1[O:21][CH3:22].C(=O)([O-])[O-].[K+].[K+].Br[CH2:31][C:32]([CH3:36])([CH3:35])[CH2:33][OH:34]. (2) Reactant: [C:1](#[N:3])[CH3:2].[Li]CCCC.[Cl:9][C:10]1[CH:15]=[CH:14][C:13]([C:16]([N:22]2[C:30]3[C:25](=[C:26]([NH:31][S:32]([CH3:35])(=[O:34])=[O:33])[CH:27]=[CH:28][CH:29]=3)[CH:24]=[CH:23]2)([CH2:20][CH3:21])[C:17](=[O:19])[CH3:18])=[CH:12][CH:11]=1. Product: [Cl:9][C:10]1[CH:15]=[CH:14][C:13]([C:16]([N:22]2[C:30]3[C:25](=[C:26]([NH:31][S:32]([CH3:35])(=[O:33])=[O:34])[CH:27]=[CH:28][CH:29]=3)[CH:24]=[CH:23]2)([CH2:20][CH3:21])[C:17]([OH:19])([CH3:18])[CH2:2][C:1]#[N:3])=[CH:12][CH:11]=1. The catalyst class is: 1. (3) Reactant: [N+:1]([C:4]1[CH:9]=[CH:8][C:7]([N:10]2[CH2:15][CH2:14][NH:13][CH2:12][CH2:11]2)=[CH:6][CH:5]=1)([O-:3])=[O:2].[C:16]1(=O)[CH2:21][CH2:20][CH2:19][CH2:18][CH2:17]1. Product: [CH:16]1([N:13]2[CH2:14][CH2:15][N:10]([C:7]3[CH:6]=[CH:5][C:4]([N+:1]([O-:3])=[O:2])=[CH:9][CH:8]=3)[CH2:11][CH2:12]2)[CH2:21][CH2:20][CH2:19][CH2:18][CH2:17]1. The catalyst class is: 2. (4) Reactant: Cl[C:2]1[C:3]2[C:4](=[CH:13][N:14](CC3C=CC(OC)=CC=3)[N:15]=2)[N:5]=[C:6]([C:8]2[S:9][CH:10]=[CH:11][CH:12]=2)[N:7]=1.[CH3:25][N:26]1[CH2:31][CH2:30][N:29]([CH:32]2[CH2:37][CH2:36][N:35]([C:38]3[CH:44]=[CH:43][C:41]([NH2:42])=[CH:40][CH:39]=3)[CH2:34][CH2:33]2)[CH2:28][CH2:27]1.Cl. Product: [CH3:25][N:26]1[CH2:31][CH2:30][N:29]([CH:32]2[CH2:37][CH2:36][N:35]([C:38]3[CH:44]=[CH:43][C:41]([NH:42][C:2]4[C:3]5[NH:15][N:14]=[CH:13][C:4]=5[N:5]=[C:6]([C:8]5[S:9][CH:10]=[CH:11][CH:12]=5)[N:7]=4)=[CH:40][CH:39]=3)[CH2:34][CH2:33]2)[CH2:28][CH2:27]1. The catalyst class is: 71. (5) Reactant: [C:1]([O:5][C:6]([N:8]1[CH2:12][C@@H:11]([NH:13][C:14]([O:16][CH2:17][CH:18]2[C:30]3[CH:29]=[CH:28][CH:27]=[CH:26][C:25]=3[C:24]3[C:19]2=[CH:20][CH:21]=[CH:22][CH:23]=3)=[O:15])[CH2:10][C@H:9]1[C:31]([OH:33])=[O:32])=[O:7])([CH3:4])([CH3:3])[CH3:2].C(=O)([O-])[O-].[K+].[K+].CN(C=O)C.Br[CH2:46][C:47]1[CH:52]=[CH:51][CH:50]=[CH:49][CH:48]=1. Product: [C:1]([O:5][C:6]([N:8]1[CH2:12][C@@H:11]([NH:13][C:14]([O:16][CH2:17][CH:18]2[C:30]3[CH:29]=[CH:28][CH:27]=[CH:26][C:25]=3[C:24]3[C:19]2=[CH:20][CH:21]=[CH:22][CH:23]=3)=[O:15])[CH2:10][C@H:9]1[C:31]([O:33][CH2:46][C:47]1[CH:52]=[CH:51][CH:50]=[CH:49][CH:48]=1)=[O:32])=[O:7])([CH3:4])([CH3:2])[CH3:3]. The catalyst class is: 24. (6) Reactant: C([O:3][C:4](=[O:19])[CH2:5][N:6]1[C:14]2[C:9](=[CH:10][C:11]([N+:15]([O-:17])=[O:16])=[CH:12][CH:13]=2)[C:8](=[O:18])[NH:7]1)C.[OH-].[Na+].Cl.CCOC(C)=O. Product: [N+:15]([C:11]1[CH:10]=[C:9]2[C:14](=[CH:13][CH:12]=1)[N:6]([CH2:5][C:4]([OH:19])=[O:3])[NH:7][C:8]2=[O:18])([O-:17])=[O:16]. The catalyst class is: 1. (7) Reactant: I[C:2]1[N:3]([CH2:11][O:12][CH2:13][CH2:14][Si:15]([CH3:18])([CH3:17])[CH3:16])[N:4]=[C:5]2[C:10]=1[CH:9]=[CH:8][CH:7]=[CH:6]2.C([Li])CCC.[C:24]1([N:30]([C:34]2[CH:39]=[CH:38][CH:37]=[CH:36][CH:35]=2)[C:31](Cl)=[O:32])[CH:29]=[CH:28][CH:27]=[CH:26][CH:25]=1.O. Product: [C:24]1([N:30]([C:34]2[CH:39]=[CH:38][CH:37]=[CH:36][CH:35]=2)[C:31]([C:2]2[N:3]([CH2:11][O:12][CH2:13][CH2:14][Si:15]([CH3:18])([CH3:17])[CH3:16])[N:4]=[C:5]3[C:10]=2[CH:9]=[CH:8][CH:7]=[CH:6]3)=[O:32])[CH:25]=[CH:26][CH:27]=[CH:28][CH:29]=1. The catalyst class is: 54. (8) Reactant: [C:1](Cl)(=[O:4])[CH:2]=[CH2:3].[Cl:6][C:7]1[C:8]([C:30]2[C:38]3[C:33](=[CH:34][CH:35]=[CH:36][CH:37]=3)[N:32]([CH3:39])[CH:31]=2)=[N:9][C:10]([NH:13][C:14]2[C:19]([O:20][CH3:21])=[CH:18][C:17]([N:22]3[CH2:25][CH:24]([N:26]([CH3:28])[CH3:27])[CH2:23]3)=[C:16]([NH2:29])[CH:15]=2)=[N:11][CH:12]=1. Product: [Cl:6][C:7]1[C:8]([C:30]2[C:38]3[C:33](=[CH:34][CH:35]=[CH:36][CH:37]=3)[N:32]([CH3:39])[CH:31]=2)=[N:9][C:10]([NH:13][C:14]2[C:19]([O:20][CH3:21])=[CH:18][C:17]([N:22]3[CH2:23][CH:24]([N:26]([CH3:28])[CH3:27])[CH2:25]3)=[C:16]([NH:29][C:1](=[O:4])[CH:2]=[CH2:3])[CH:15]=2)=[N:11][CH:12]=1. The catalyst class is: 2.